This data is from Reaction yield outcomes from USPTO patents with 853,638 reactions. The task is: Predict the reaction yield, written as a fraction of the theoretical maximum amount of product (1.0 means a 100% yield; for example, 0.34 means a 34% yield). (1) The product is [C:62]([C:59]1[CH:58]=[CH:57][C:56]([C:55]([NH:54][C@@H:41]([CH2:40][C:37]2[CH:36]=[CH:35][C:34]([C:31]3[N:30]=[CH:29][C:28]([C:5]4[CH:6]=[CH:7][C:2]([OH:1])=[CH:3][CH:4]=4)=[CH:33][N:32]=3)=[CH:39][CH:38]=2)[C:42]([NH:44][C@@H:45]([C:47]([O:49][C:50]([CH3:53])([CH3:51])[CH3:52])=[O:48])[CH3:46])=[O:43])=[O:66])=[CH:61][CH:60]=1)([CH3:63])([CH3:64])[CH3:65]. The reactants are [OH:1][C:2]1[CH:7]=[CH:6][C:5](B(O)O)=[CH:4][CH:3]=1.O.O.O.O.O.O.O.O.O.O.C(=O)([O-])[O-].[Na+].[Na+].Br[C:28]1[CH:29]=[N:30][C:31]([C:34]2[CH:39]=[CH:38][C:37]([CH2:40][C@H:41]([NH:54][C:55](=[O:66])[C:56]3[CH:61]=[CH:60][C:59]([C:62]([CH3:65])([CH3:64])[CH3:63])=[CH:58][CH:57]=3)[C:42]([NH:44][C@@H:45]([C:47]([O:49][C:50]([CH3:53])([CH3:52])[CH3:51])=[O:48])[CH3:46])=[O:43])=[CH:36][CH:35]=2)=[N:32][CH:33]=1.C1COCC1. The yield is 0.830. The catalyst is C1C=CC(P(C2C=CC=CC=2)[C-]2C=CC=C2)=CC=1.C1C=CC(P(C2C=CC=CC=2)[C-]2C=CC=C2)=CC=1.Cl[Pd]Cl.[Fe+2].O.CC#N. (2) The reactants are [C:1]([C:3]1[C:12]([CH3:13])=[CH:11][C:10]2[C:9]([CH3:15])([CH3:14])[CH2:8][CH2:7][C:6]([CH3:17])([CH3:16])[C:5]=2[CH:4]=1)#N.[H-].C([Al+]CC(C)C)C(C)C.C(O)(=[O:30])C.O. The product is [CH:1]([C:3]1[C:12]([CH3:13])=[CH:11][C:10]2[C:9]([CH3:15])([CH3:14])[CH2:8][CH2:7][C:6]([CH3:17])([CH3:16])[C:5]=2[CH:4]=1)=[O:30]. The yield is 0.630. The catalyst is ClCCl. (3) The reactants are [CH3:1][O:2][C:3]([C:5]1[CH:14]=[C:13]([O:15][CH3:16])[C:12]2[C:7](=[C:8](Br)[CH:9]=[C:10]([F:17])[CH:11]=2)[N:6]=1)=[O:4].C1(P(C2C=CC=CC=2)C2C=CC3C(=CC=CC=3)C=2C2C3C(=CC=CC=3)C=CC=2P(C2C=CC=CC=2)C2C=CC=CC=2)C=CC=CC=1.[CH3:65][N:66]1[CH2:71][CH2:70][NH:69][CH2:68][CH2:67]1.C(=O)([O-])[O-].[Cs+].[Cs+]. The catalyst is C1(C)C=CC=CC=1. The product is [CH3:1][O:2][C:3]([C:5]1[CH:14]=[C:13]([O:15][CH3:16])[C:12]2[C:7](=[C:8]([N:69]3[CH2:70][CH2:71][N:66]([CH3:65])[CH2:67][CH2:68]3)[CH:9]=[C:10]([F:17])[CH:11]=2)[N:6]=1)=[O:4]. The yield is 0.900.